From a dataset of Catalyst prediction with 721,799 reactions and 888 catalyst types from USPTO. Predict which catalyst facilitates the given reaction. (1) Reactant: C([O:3][C:4]([C:6]1[C:7]2[CH:8]=[CH:9][C:10]([CH2:16]P(OCC)(OCC)=O)=[N:11][C:12]=2[CH:13]=[CH:14][CH:15]=1)=[O:5])C.[H-].[Na+].[O:27]1[CH2:32][CH2:31][N:30]([C:33]2[C:34]3[N:35]([C:39]([C:44]4[CH:49]=[CH:48][CH:47]=[CH:46][CH:45]=4)=[C:40]([CH:42]=O)[N:41]=3)[N:36]=[CH:37][CH:38]=2)[CH2:29][CH2:28]1. Product: [O:27]1[CH2:28][CH2:29][N:30]([C:33]2[C:34]3[N:35]([C:39]([C:44]4[CH:45]=[CH:46][CH:47]=[CH:48][CH:49]=4)=[C:40](/[CH:42]=[CH:16]/[C:10]4[CH:9]=[CH:8][C:7]5[C:6]([C:4]([OH:3])=[O:5])=[CH:15][CH:14]=[CH:13][C:12]=5[N:11]=4)[N:41]=3)[N:36]=[CH:37][CH:38]=2)[CH2:31][CH2:32]1. The catalyst class is: 1. (2) Reactant: [O:1]=[S:2]1(=[O:30])[CH2:7][CH2:6][N:5]([C:8]([C:10]2[NH:11][C:12]3[C:17]([CH:18]=2)=[CH:16][C:15]([C:19]([N:21]2[CH2:26][CH2:25][N:24]([CH:27]([CH3:29])[CH3:28])[CH2:23][CH2:22]2)=[O:20])=[CH:14][CH:13]=3)=[O:9])[CH2:4][CH2:3]1.[F:31][C:32]([F:43])([F:42])[C:33]1[CH:38]=[CH:37][C:36](B(O)O)=[CH:35][CH:34]=1.N1C=CC=CC=1. Product: [O:30]=[S:2]1(=[O:1])[CH2:7][CH2:6][N:5]([C:8]([C:10]2[N:11]([C:36]3[CH:37]=[CH:38][C:33]([C:32]([F:43])([F:42])[F:31])=[CH:34][CH:35]=3)[C:12]3[C:17]([CH:18]=2)=[CH:16][C:15]([C:19]([N:21]2[CH2:22][CH2:23][N:24]([CH:27]([CH3:28])[CH3:29])[CH2:25][CH2:26]2)=[O:20])=[CH:14][CH:13]=3)=[O:9])[CH2:4][CH2:3]1. The catalyst class is: 221. (3) Reactant: C[O:2][C:3]([C:5]1[S:9][C:8]([C:10]2[CH:15]=[CH:14][CH:13]=[CH:12][N:11]=2)=[N:7][CH:6]=1)=[O:4].[OH-].[Li+].ClCCl. Product: [N:11]1[CH:12]=[CH:13][CH:14]=[CH:15][C:10]=1[C:8]1[S:9][C:5]([C:3]([OH:4])=[O:2])=[CH:6][N:7]=1. The catalyst class is: 36. (4) Reactant: [NH2:1][C:2]1[S:3][CH:4]=[C:5]([CH3:7])[N:6]=1.[C:8](Cl)(=[O:10])[CH3:9].O. Product: [CH3:7][C:5]1[N:6]=[C:2]([NH:1][C:8](=[O:10])[CH3:9])[S:3][CH:4]=1. The catalyst class is: 17. (5) Reactant: [C:1]([O:5][C:6]([N:8]1[CH2:32][CH2:31][C:11]2([C:15](=[O:16])[N:14]([C:17]3[CH:22]=[CH:21][C:20]([CH:23]4[CH2:28][CH2:27][CH:26]([OH:29])[CH2:25][CH2:24]4)=[CH:19][C:18]=3[F:30])[CH2:13][CH2:12]2)[CH2:10][CH2:9]1)=[O:7])([CH3:4])([CH3:3])[CH3:2].CCN(CC)CC.[CH3:40][S:41](Cl)(=[O:43])=[O:42].CO. Product: [C:1]([O:5][C:6]([N:8]1[CH2:9][CH2:10][C:11]2([C:15](=[O:16])[N:14]([C:17]3[CH:22]=[CH:21][C:20]([CH:23]4[CH2:28][CH2:27][CH:26]([O:29][S:41]([CH3:40])(=[O:43])=[O:42])[CH2:25][CH2:24]4)=[CH:19][C:18]=3[F:30])[CH2:13][CH2:12]2)[CH2:31][CH2:32]1)=[O:7])([CH3:4])([CH3:2])[CH3:3]. The catalyst class is: 2. (6) Reactant: [Cl:1][C:2]1[N:7]=[C:6](Cl)[CH:5]=[CH:4][N:3]=1.[C:9]([O:13][C:14](=[O:19])[NH:15][CH2:16][CH2:17][NH2:18])([CH3:12])([CH3:11])[CH3:10]. Product: [C:9]([O:13][C:14](=[O:19])[NH:15][CH2:16][CH2:17][NH:18][C:6]1[CH:5]=[CH:4][N:3]=[C:2]([Cl:1])[N:7]=1)([CH3:12])([CH3:10])[CH3:11]. The catalyst class is: 5. (7) Reactant: [C:1]([O:5][CH2:6][CH3:7])(=[O:4])[CH2:2][OH:3].C[Si]([N-][Si](C)(C)C)(C)C.[Na+].[Br:18][CH2:19][CH2:20][CH2:21][CH2:22]Br.CCOCC. Product: [CH2:6]([O:5][C:1](=[O:4])[CH2:2][O:3][CH2:22][CH2:21][CH2:20][CH2:19][Br:18])[CH3:7]. The catalyst class is: 31.